From a dataset of Full USPTO retrosynthesis dataset with 1.9M reactions from patents (1976-2016). Predict the reactants needed to synthesize the given product. (1) Given the product [O:13]=[C:8]1[CH:7]([C:1]2[CH:2]=[CH:3][CH:4]=[CH:5][CH:6]=2)[CH2:12][CH2:11][CH2:10][N:9]1[CH2:21][C:22]([O:24][CH2:25][CH3:26])=[O:23], predict the reactants needed to synthesize it. The reactants are: [C:1]1([CH:7]2[CH2:12][CH2:11][CH2:10][NH:9][C:8]2=[O:13])[CH:6]=[CH:5][CH:4]=[CH:3][CH:2]=1.CC(C)([O-])C.[K+].Br[CH2:21][C:22]([O:24][CH2:25][CH3:26])=[O:23]. (2) Given the product [OH:3][CH2:4][C:5]1[C:10]([CH2:2][OH:1])=[CH:9][C:8]([O:11][CH2:12][CH2:13][NH:14][C:15](=[O:21])[O:16][C:17]([CH3:19])([CH3:20])[CH3:18])=[C:7]([O:22][CH2:23][CH2:24][NH:25][C:26](=[O:32])[O:27][C:28]([CH3:31])([CH3:30])[CH3:29])[CH:6]=1, predict the reactants needed to synthesize it. The reactants are: [O:1]=[C:2]1[C:10]2[C:5](=[CH:6][C:7]([O:22][CH2:23][CH2:24][NH:25][C:26](=[O:32])[O:27][C:28]([CH3:31])([CH3:30])[CH3:29])=[C:8]([O:11][CH2:12][CH2:13][NH:14][C:15](=[O:21])[O:16][C:17]([CH3:20])([CH3:19])[CH3:18])[CH:9]=2)[CH2:4][O:3]1.[H-].[Al+3].[Li+].[H-].[H-].[H-]. (3) Given the product [OH:23][CH2:24][CH2:25][O:26][C:27]1[CH:35]=[CH:34][C:30]([C:31]([NH:2][CH2:3][CH2:4][NH:5][C:6]([C:8]2[C:9]([C:19]([F:21])([F:22])[F:20])=[N:10][N:11]([C:13]3[CH:18]=[CH:17][CH:16]=[CH:15][CH:14]=3)[CH:12]=2)=[O:7])=[O:32])=[CH:29][CH:28]=1, predict the reactants needed to synthesize it. The reactants are: Cl.[NH2:2][CH2:3][CH2:4][NH:5][C:6]([C:8]1[C:9]([C:19]([F:22])([F:21])[F:20])=[N:10][N:11]([C:13]2[CH:18]=[CH:17][CH:16]=[CH:15][CH:14]=2)[CH:12]=1)=[O:7].[OH:23][CH2:24][CH2:25][O:26][C:27]1[CH:35]=[CH:34][C:30]([C:31](O)=[O:32])=[CH:29][CH:28]=1.CN(C(ON1N=NC2C=CC=NC1=2)=[N+](C)C)C.F[P-](F)(F)(F)(F)F.CCN(C(C)C)C(C)C. (4) Given the product [CH2:1]([C@@H:8]([C:9]([N:21]([CH3:20])[C:22]1[S:23][CH:24]=[C:25]([C:27]2[CH:32]=[CH:31][CH:30]=[CH:29][C:28]=2[C:33]2[CH:42]=[N:41][C:40]3[N:39]([CH3:43])[CH2:38][CH2:37][O:36][C:35]=3[CH:34]=2)[N:26]=1)=[O:11])[CH2:12][C:13]([OH:15])=[O:14])[C:2]1[CH:3]=[CH:4][CH:5]=[CH:6][CH:7]=1, predict the reactants needed to synthesize it. The reactants are: [CH2:1]([C@H:8]([CH2:12][C:13]([O:15]C(C)(C)C)=[O:14])[C:9]([OH:11])=O)[C:2]1[CH:7]=[CH:6][CH:5]=[CH:4][CH:3]=1.[CH3:20][NH:21][C:22]1[S:23][CH:24]=[C:25]([C:27]2[CH:32]=[CH:31][CH:30]=[CH:29][C:28]=2[C:33]2[CH:42]=[N:41][C:40]3[N:39]([CH3:43])[CH2:38][CH2:37][O:36][C:35]=3[CH:34]=2)[N:26]=1. (5) Given the product [CH:1]([C:4]1[CH:5]=[C:6]([CH:9]=[C:10]([CH:14]([CH3:16])[CH3:15])[C:11]=1[O:12][CH3:13])[CH:7]=[C:21]1[C:20]2[C:24](=[CH:25][CH:26]=[C:18]([F:17])[CH:19]=2)[NH:23][C:22]1=[O:27])([CH3:3])[CH3:2], predict the reactants needed to synthesize it. The reactants are: [CH:1]([C:4]1[CH:5]=[C:6]([CH:9]=[C:10]([CH:14]([CH3:16])[CH3:15])[C:11]=1[O:12][CH3:13])[CH:7]=O)([CH3:3])[CH3:2].[F:17][C:18]1[CH:19]=[C:20]2[C:24](=[CH:25][CH:26]=1)[NH:23][C:22](=[O:27])[CH2:21]2. (6) Given the product [Br:10][C:11]1[CH:17]=[C:16]([F:18])[C:14]([N+:15]([O-:6])=[O:5])=[C:13]([F:19])[CH:12]=1, predict the reactants needed to synthesize it. The reactants are: B1([O-])OO1.[OH2:5].[OH2:6].O.O.[Na+].[Br:10][C:11]1[CH:17]=[C:16]([F:18])[C:14]([NH2:15])=[C:13]([F:19])[CH:12]=1. (7) Given the product [Cl:21][CH2:20][O:16][C:8]1[C:9]([CH:13]([CH3:15])[CH3:14])=[CH:10][CH:11]=[CH:12][C:7]=1[C@@H:5]([CH:1]1[CH2:4][CH2:3][CH2:2]1)[CH3:6], predict the reactants needed to synthesize it. The reactants are: [CH:1]1([C@H:5]([C:7]2[CH:12]=[CH:11][CH:10]=[C:9]([CH:13]([CH3:15])[CH3:14])[C:8]=2[OH:16])[CH3:6])[CH2:4][CH2:3][CH2:2]1.[OH-].[Na+].Br[CH2:20][Cl:21]. (8) Given the product [CH2:1]([O:3][C:4]([C:6]1[CH:7]2[N:23]([CH3:24])[CH:11]([CH2:12][C:13]=1[C:14]1[O:18][N:17]=[C:16]([CH2:19][CH2:20][CH2:21][O:22][Si:41]([C:38]([CH3:40])([CH3:39])[CH3:37])([CH3:43])[CH3:42])[CH:15]=1)[CH2:10][N:9]([C:25]([O:27][C:28]([CH3:30])([CH3:29])[CH3:31])=[O:26])[CH2:8]2)=[O:5])[CH3:2], predict the reactants needed to synthesize it. The reactants are: [CH2:1]([O:3][C:4]([C:6]1[CH:7]2[N:23]([CH3:24])[CH:11]([CH2:12][C:13]=1[C:14]1[O:18][N:17]=[C:16]([CH2:19][CH2:20][CH2:21][OH:22])[CH:15]=1)[CH2:10][N:9]([C:25]([O:27][C:28]([CH3:31])([CH3:30])[CH3:29])=[O:26])[CH2:8]2)=[O:5])[CH3:2].N1C=CN=C1.[CH3:37][C:38]([Si:41](Cl)([CH3:43])[CH3:42])([CH3:40])[CH3:39]. (9) The reactants are: [CH3:1][CH2:2][CH2:3][CH2:4][C:5]1[N:9]([CH2:10][C:11]2[CH:12]=[CH:13][C:14]([C:17]3[CH:18]=[CH:19][CH:20]=[CH:21][C:22]=3[C:23]3[N:27]=[N:26][NH:25][N:24]=3)=[CH:15][CH:16]=2)[C:8]([CH2:28][OH:29])=[C:7]([Cl:30])[N:6]=1.C([O-])(C)(C)C.[K+:36].CCCCCCC. Given the product [CH3:1][CH2:2][CH2:3][CH2:4][C:5]1[N:9]([CH2:10][C:11]2[CH:16]=[CH:15][C:14]([C:17]3[CH:18]=[CH:19][CH:20]=[CH:21][C:22]=3[C:23]3[N:27]=[N:26][N-:25][N:24]=3)=[CH:13][CH:12]=2)[C:8]([CH2:28][OH:29])=[C:7]([Cl:30])[N:6]=1.[K+:36], predict the reactants needed to synthesize it.